Task: Predict the reactants needed to synthesize the given product.. Dataset: Full USPTO retrosynthesis dataset with 1.9M reactions from patents (1976-2016) (1) Given the product [CH3:21][CH2:20][CH2:19][CH2:18][CH2:17][CH2:16][CH2:15][CH2:14][CH2:13][CH2:12][CH2:11][CH2:10][CH2:9]/[CH:8]=[CH:7]/[C@@H:5]([OH:6])[C@@H:3]([NH:4][C:2]([CH2:3][CH2:5][CH2:7][CH2:8][CH3:9])=[O:1])[CH2:2][OH:1], predict the reactants needed to synthesize it. The reactants are: [OH:1][CH2:2][C@@H:3]([C@@H:5](/[CH:7]=[CH:8]/[CH2:9][CH2:10][CH2:11][CH2:12][CH2:13][CH2:14][CH2:15][CH2:16][CH2:17][CH2:18][CH2:19][CH2:20][CH3:21])[OH:6])[NH2:4]. (2) The reactants are: [N:1]1([CH2:5][C:6]2[CH:7]=[C:8]([CH:26]=[C:27]([Cl:29])[CH:28]=2)[CH2:9][N:10]2[C:14]3[CH:15]=[CH:16][C:17]4[N:18]([C:19]([CH3:22])=[N:20][N:21]=4)[C:13]=3[CH:12]=[C:11]2[C:23](O)=[O:24])[CH2:4][CH2:3][CH2:2]1.[CH:30]([N:33](CC)C(C)C)(C)C.Cl.CN.CN(C(ON1N=NC2C=CC=NC1=2)=[N+](C)C)C.F[P-](F)(F)(F)(F)F.[C:66]([OH:72])([C:68]([F:71])([F:70])[F:69])=[O:67]. Given the product [F:69][C:68]([F:71])([F:70])[C:66]([OH:72])=[O:67].[F:69][C:68]([F:71])([F:70])[C:66]([OH:72])=[O:67].[N:1]1([CH2:5][C:6]2[CH:7]=[C:8]([CH:26]=[C:27]([Cl:29])[CH:28]=2)[CH2:9][N:10]2[C:14]3[CH:15]=[CH:16][C:17]4[N:18]([C:19]([CH3:22])=[N:20][N:21]=4)[C:13]=3[CH:12]=[C:11]2[C:23]([NH:33][CH3:30])=[O:24])[CH2:2][CH2:3][CH2:4]1, predict the reactants needed to synthesize it. (3) Given the product [CH2:1]([O:3][CH:4]([O:10][CH2:11][CH3:12])[C:5]([NH:13][NH2:14])=[O:6])[CH3:2], predict the reactants needed to synthesize it. The reactants are: [CH2:1]([O:3][CH:4]([O:10][CH2:11][CH3:12])[C:5](OCC)=[O:6])[CH3:2].[NH2:13][NH2:14]. (4) Given the product [CH2:43]([NH:50][C:40]([C:37]1[CH:36]=[CH:35][C:34]([C:31]2[CH:32]=[CH:33][C:28]([CH2:20][CH2:21][CH2:22][CH2:23][CH2:24][CH2:25][CH2:26][CH3:27])=[CH:29][CH:30]=2)=[CH:39][CH:38]=1)=[O:41])[C:44]1[CH:49]=[CH:48][CH:47]=[CH:46][CH:45]=1, predict the reactants needed to synthesize it. The reactants are: C1(P(C2C=CC=CC=2)C2C=CC=CC=2)C=CC=CC=1.[CH2:20]([C:28]1[CH:33]=[CH:32][C:31]([C:34]2[CH:39]=[CH:38][C:37]([C:40](O)=[O:41])=[CH:36][CH:35]=2)=[CH:30][CH:29]=1)[CH2:21][CH2:22][CH2:23][CH2:24][CH2:25][CH2:26][CH3:27].[CH2:43]([NH2:50])[C:44]1[CH:49]=[CH:48][CH:47]=[CH:46][CH:45]=1.CN1CCOCC1.C(O)C(N)(CO)CO.